The task is: Predict the product of the given reaction.. This data is from Forward reaction prediction with 1.9M reactions from USPTO patents (1976-2016). (1) Given the reactants [O:1]1[CH2:6][CH2:5][CH:4]([CH2:7][O:8][C:9]2[N:14]=[C:13]([C:15]([OH:17])=O)[CH:12]=[CH:11][C:10]=2[C:18]([F:21])([F:20])[F:19])[CH2:3][CH2:2]1.[NH2:22][C:23]1([CH2:29][C:30]([NH2:32])=[O:31])[CH2:26][S:25](=[O:28])(=[O:27])[CH2:24]1.CN(C(ON1N=NC2C=CC=CC1=2)=[N+](C)C)C.[B-](F)(F)(F)F.CCN(C(C)C)C(C)C, predict the reaction product. The product is: [NH2:32][C:30](=[O:31])[CH2:29][C:23]1([NH:22][C:15]([C:13]2[CH:12]=[CH:11][C:10]([C:18]([F:21])([F:20])[F:19])=[C:9]([O:8][CH2:7][CH:4]3[CH2:3][CH2:2][O:1][CH2:6][CH2:5]3)[N:14]=2)=[O:17])[CH2:24][S:25](=[O:27])(=[O:28])[CH2:26]1. (2) Given the reactants [NH:1]1[C:9]2[C:4](=[CH:5][C:6]([NH2:10])=[CH:7][CH:8]=2)[CH:3]=[CH:2]1.C(N(CC)CC)C.[C:18](Cl)(=[O:23])[C:19]([CH3:22])([CH3:21])[CH3:20], predict the reaction product. The product is: [NH:1]1[C:9]2[C:4](=[CH:5][C:6]([NH:10][C:18](=[O:23])[C:19]([CH3:22])([CH3:21])[CH3:20])=[CH:7][CH:8]=2)[CH:3]=[CH:2]1.